Dataset: Forward reaction prediction with 1.9M reactions from USPTO patents (1976-2016). Task: Predict the product of the given reaction. (1) Given the reactants C(O[C:9]1[CH:28]=[CH:27][C:12]([O:13][CH:14]2[CH2:19][CH2:18][N:17]([C:20]([O:22][C:23]([CH3:26])([CH3:25])[CH3:24])=[O:21])[CH2:16][CH2:15]2)=[CH:11][CH:10]=1)C1C=CC=CC=1.C([OH:31])C, predict the reaction product. The product is: [OH:31][C:27]1[CH:28]=[CH:9][CH:10]=[CH:11][C:12]=1[O:13][CH:14]1[CH2:19][CH2:18][N:17]([C:20]([O:22][C:23]([CH3:26])([CH3:25])[CH3:24])=[O:21])[CH2:16][CH2:15]1. (2) Given the reactants [Li+].CCC[CH2-].[C:6]([O:12][CH2:13][CH3:14])(=[O:11])[CH2:7][C:8]([O-:10])=O.[Cl:15][C:16]1[N:24]=[C:23]([Cl:25])[CH:22]=[CH:21][C:17]=1C(Cl)=O.Cl, predict the reaction product. The product is: [Cl:25][C:23]1[C:22]([C:8](=[O:10])[CH2:7][C:6]([O:12][CH2:13][CH3:14])=[O:11])=[CH:21][CH:17]=[C:16]([Cl:15])[N:24]=1. (3) Given the reactants C(N(CC)CC)C.[C:8]1(=[O:14])[NH:12][C:11](=[O:13])[CH:10]=[CH:9]1.[S:15]([CH2:31][CH2:32][N:33]=[N+:34]=[N-:35])([C:18]1[C:30]2[CH:29]=[CH:28][CH:27]=[C:23]([N:24]([CH3:26])[CH3:25])[C:22]=2[CH:21]=[CH:20][CH:19]=1)(=[O:17])=[O:16], predict the reaction product. The product is: [C:11]1(=[O:13])[NH:12][C:8](=[O:14])[CH:9]=[CH:10]1.[S:15]([C:31]1[N:35]=[N:34][NH:33][CH:32]=1)([C:18]1[C:30]2[CH:29]=[CH:28][CH:27]=[C:23]([N:24]([CH3:25])[CH3:26])[C:22]=2[CH:21]=[CH:20][CH:19]=1)(=[O:16])=[O:17]. (4) Given the reactants [OH:1][C:2]1[CH:9]=[CH:8][C:5]([CH:6]=[O:7])=[CH:4][CH:3]=1.F[C:11]1[C:20]2[C:15](=[CH:16][CH:17]=[CH:18][CH:19]=2)[C:14]([C:21]#[N:22])=[CH:13][CH:12]=1.C(=O)([O-])[O-].[Cs+].[Cs+].O, predict the reaction product. The product is: [CH:6]([C:5]1[CH:8]=[CH:9][C:2]([O:1][C:11]2[C:20]3[C:15](=[CH:16][CH:17]=[CH:18][CH:19]=3)[C:14]([C:21]#[N:22])=[CH:13][CH:12]=2)=[CH:3][CH:4]=1)=[O:7].